The task is: Predict the reactants needed to synthesize the given product.. This data is from Full USPTO retrosynthesis dataset with 1.9M reactions from patents (1976-2016). (1) Given the product [CH3:18][C:8]1[CH:13]=[CH:12][C:11]([S:14]([O:28][C@@H:20]2[CH2:19][O:23][C@@H:22]3[C@@H:24]([O:27][S:14]([C:11]4[CH:12]=[CH:13][C:6]([CH3:7])=[CH:9][CH:10]=4)(=[O:16])=[O:15])[CH2:25][O:26][C@H:21]23)(=[O:16])=[O:15])=[CH:10][CH:9]=1, predict the reactants needed to synthesize it. The reactants are: C(N([CH2:6][CH3:7])CC)C.[C:8]1([CH3:18])[CH:13]=[CH:12][C:11]([S:14](Cl)(=[O:16])=[O:15])=[CH:10][CH:9]=1.[CH2:19]1[O:23][C@@H:22]2[C@@H:24]([OH:27])[CH2:25][O:26][C@@H:21]2[C@@H:20]1[OH:28]. (2) Given the product [C:34]([O:33][C:31]([N:28]1[CH2:29][CH2:30][C:25]([C:7]2[C:2]([Cl:1])=[CH:3][C:4]([CH2:9][CH:10]([OH:13])[CH2:11][OH:12])=[CH:5][N:6]=2)=[CH:26][CH2:27]1)=[O:32])([CH3:37])([CH3:35])[CH3:36], predict the reactants needed to synthesize it. The reactants are: [Cl:1][C:2]1[CH:3]=[C:4]([CH2:9][CH:10]([OH:13])[CH2:11][OH:12])[CH:5]=[N:6][C:7]=1Cl.CCO.CC1(C)C(C)(C)OB([C:25]2[CH2:30][CH2:29][N:28]([C:31]([O:33][C:34]([CH3:37])([CH3:36])[CH3:35])=[O:32])[CH2:27][CH:26]=2)O1. (3) Given the product [Cl:29][C:30]1[S:34][C:33]([S:35]([NH:19][CH:4]([C:5]2[N:9]([CH2:10][C:11]3[CH:12]=[CH:13][C:14]([O:17][CH3:18])=[CH:15][CH:16]=3)[N:8]=[CH:7][CH:6]=2)[CH:3]([CH2:1][CH3:2])[CH2:20][CH3:21])(=[O:37])=[O:36])=[CH:32][CH:31]=1, predict the reactants needed to synthesize it. The reactants are: [CH2:1]([CH:3]([CH2:20][CH3:21])[CH:4]([NH2:19])[C:5]1[N:9]([CH2:10][C:11]2[CH:16]=[CH:15][C:14]([O:17][CH3:18])=[CH:13][CH:12]=2)[N:8]=[CH:7][CH:6]=1)[CH3:2].C(N(CC)CC)C.[Cl:29][C:30]1[S:34][C:33]([S:35](Cl)(=[O:37])=[O:36])=[CH:32][CH:31]=1. (4) Given the product [CH2:1]([C:3]1[O:4][C:5]2[C:11]([CH2:12][O:13][C:18]3[N:23]=[C:22]([C:24]([F:26])([F:27])[F:25])[C:21](/[CH:28]=[CH:29]/[C:30]([O:32][CH2:33][CH3:34])=[O:31])=[CH:20][CH:19]=3)=[CH:10][C:9]([F:14])=[CH:8][C:6]=2[CH:7]=1)[CH3:2], predict the reactants needed to synthesize it. The reactants are: [CH2:1]([C:3]1[O:4][C:5]2[C:11]([CH2:12][OH:13])=[CH:10][C:9]([F:14])=[CH:8][C:6]=2[CH:7]=1)[CH3:2].[H-].[Na+].Cl[C:18]1[N:23]=[C:22]([C:24]([F:27])([F:26])[F:25])[C:21](/[CH:28]=[CH:29]/[C:30]([O:32][CH2:33][CH3:34])=[O:31])=[CH:20][CH:19]=1. (5) Given the product [C:23]([C:27]1[CH:32]=[CH:31][C:30]([NH:33][C:34]([NH:19][C:18]2[CH:20]=[CH:21][CH:22]=[C:16]([S:15][C:6]3[C:5]4[C:10](=[CH:11][C:12]([O:13][CH3:14])=[C:3]([O:2][CH3:1])[CH:4]=4)[N:9]=[CH:8][N:7]=3)[CH:17]=2)=[O:35])=[CH:29][CH:28]=1)([CH3:26])([CH3:24])[CH3:25], predict the reactants needed to synthesize it. The reactants are: [CH3:1][O:2][C:3]1[CH:4]=[C:5]2[C:10](=[CH:11][C:12]=1[O:13][CH3:14])[N:9]=[CH:8][N:7]=[C:6]2[S:15][C:16]1[CH:17]=[C:18]([CH:20]=[CH:21][CH:22]=1)[NH2:19].[C:23]([C:27]1[CH:32]=[CH:31][C:30]([N:33]=[C:34]=[O:35])=[CH:29][CH:28]=1)([CH3:26])([CH3:25])[CH3:24]. (6) Given the product [Br:28][CH2:24][C:21]1[CH:22]=[CH:23][C:18]([CH2:17][CH2:16][N:13]2[CH:14]=[CH:15][C:10]([O:9][CH2:8][C:5]3[CH:4]=[CH:3][C:2]([Br:1])=[CH:7][N:6]=3)=[CH:11][C:12]2=[O:26])=[CH:19][CH:20]=1, predict the reactants needed to synthesize it. The reactants are: [Br:1][C:2]1[CH:3]=[CH:4][C:5]([CH2:8][O:9][C:10]2[CH:15]=[CH:14][N:13]([CH2:16][CH2:17][C:18]3[CH:23]=[CH:22][C:21]([CH2:24]O)=[CH:20][CH:19]=3)[C:12](=[O:26])[CH:11]=2)=[N:6][CH:7]=1.P(Br)(Br)[Br:28]. (7) Given the product [F:1][C:2]1[CH:3]=[C:4]([C:8]2[NH:27][C:11]3=[N:12][C:13]([C:22]4[O:23][CH:24]=[CH:25][CH:26]=4)=[C:14]([C:16]4[CH:21]=[CH:20][N:19]=[CH:18][N:17]=4)[CH:15]=[C:10]3[CH:9]=2)[CH:5]=[CH:6][CH:7]=1, predict the reactants needed to synthesize it. The reactants are: [F:1][C:2]1[CH:3]=[C:4]([C:8]#[C:9][C:10]2[C:11]([NH2:27])=[N:12][C:13]([C:22]3[O:23][CH:24]=[CH:25][CH:26]=3)=[C:14]([C:16]3[CH:21]=[CH:20][N:19]=[CH:18][N:17]=3)[CH:15]=2)[CH:5]=[CH:6][CH:7]=1.CC(C)([O-])C.[K+].